This data is from Full USPTO retrosynthesis dataset with 1.9M reactions from patents (1976-2016). The task is: Predict the reactants needed to synthesize the given product. (1) Given the product [F:16][C:3]1[C:4]([F:15])=[C:5]([C:8]2[N:9]=[CH:10][C:11]([NH2:14])=[N:12][CH:13]=2)[CH:6]=[CH:7][C:2]=1[C:22]1[CH:23]=[CH:24][CH:25]=[CH:26][C:21]=1[S:18]([CH3:17])(=[O:20])=[O:19], predict the reactants needed to synthesize it. The reactants are: Br[C:2]1[CH:7]=[CH:6][C:5]([C:8]2[N:9]=[CH:10][C:11]([NH2:14])=[N:12][CH:13]=2)=[C:4]([F:15])[C:3]=1[F:16].[CH3:17][S:18]([C:21]1[CH:26]=[CH:25][CH:24]=[CH:23][C:22]=1B(O)O)(=[O:20])=[O:19].C([O-])([O-])=O.[K+].[K+].C(Cl)Cl. (2) Given the product [Br:1][C:2]1[CH:3]=[CH:4][C:5]([Cl:19])=[C:6]([CH:8]([C:10]2[CH:11]=[CH:12][C:13]3[O:17][CH2:16][CH2:15][C:14]=3[CH:18]=2)[OH:9])[CH:7]=1, predict the reactants needed to synthesize it. The reactants are: [Br:1][C:2]1[CH:3]=[CH:4][C:5]([Cl:19])=[C:6]([C:8]([C:10]2[CH:11]=[CH:12][C:13]3[O:17][CH2:16][CH2:15][C:14]=3[CH:18]=2)=[O:9])[CH:7]=1.[BH4-].[Na+]. (3) Given the product [Cl:25][C:26]1[CH:31]=[CH:30][C:29]([N:32]2[CH2:33][CH2:34][N:35]([C:48](=[O:49])[CH2:47][N:44]3[C:45]([CH3:46])=[C:41]([Cl:40])[C:42]([C:51]([F:54])([F:53])[F:52])=[N:43]3)[CH2:36][CH2:37]2)=[CH:28][C:27]=1[O:38][CH3:39], predict the reactants needed to synthesize it. The reactants are: CN(C(ON1N=NC2C=CC=NC1=2)=[N+](C)C)C.F[P-](F)(F)(F)(F)F.[Cl:25][C:26]1[CH:31]=[CH:30][C:29]([N:32]2[CH2:37][CH2:36][NH:35][CH2:34][CH2:33]2)=[CH:28][C:27]=1[O:38][CH3:39].[Cl:40][C:41]1[C:42]([C:51]([F:54])([F:53])[F:52])=[N:43][N:44]([CH2:47][C:48](O)=[O:49])[C:45]=1[CH3:46]. (4) Given the product [C:1]([C:3]1[CH:4]=[C:5]([C:16]2[CH:21]=[CH:20][N:19]=[C:18]3[NH:22][C:23]([C:25]([OH:27])=[O:26])=[CH:24][C:17]=23)[CH:6]=[CH:7][C:8]=1[O:9][CH:10]1[CH2:15][CH2:14][O:13][CH2:12][CH2:11]1)#[N:2], predict the reactants needed to synthesize it. The reactants are: [C:1]([C:3]1[CH:4]=[C:5]([C:16]2[CH:21]=[CH:20][N:19]=[C:18]3[NH:22][C:23]([C:25]([O:27]CC)=[O:26])=[CH:24][C:17]=23)[CH:6]=[CH:7][C:8]=1[O:9][CH:10]1[CH2:15][CH2:14][O:13][CH2:12][CH2:11]1)#[N:2].[OH-].[Li+]. (5) The reactants are: [CH3:1][C:2]([C:4]1[CH:9]=[CH:8][C:7]([S:10][CH3:11])=[CH:6][CH:5]=1)=[O:3].[CH3:12][C:13]1[CH:14]=[C:15]([CH:18]=[C:19]([CH3:22])[C:20]=1[OH:21])[CH:16]=O. Given the product [CH3:11][S:10][C:7]1[CH:8]=[CH:9][C:4]([C:2](=[O:3])[CH:1]=[CH:16][C:15]2[CH:18]=[C:19]([CH3:22])[C:20]([OH:21])=[C:13]([CH3:12])[CH:14]=2)=[CH:5][CH:6]=1, predict the reactants needed to synthesize it.